From a dataset of Full USPTO retrosynthesis dataset with 1.9M reactions from patents (1976-2016). Predict the reactants needed to synthesize the given product. (1) Given the product [Si:19]([O:1][CH2:2][C@H:3]1[CH2:4][CH2:5][C@H:6]([C:9]([N:11]([O:13][CH3:14])[CH3:12])=[O:10])[CH2:7][CH2:8]1)([C:15]([CH3:18])([CH3:17])[CH3:16])([C:26]1[CH:27]=[CH:28][CH:29]=[CH:30][CH:31]=1)[C:20]1[CH:25]=[CH:24][CH:23]=[CH:22][CH:21]=1, predict the reactants needed to synthesize it. The reactants are: [OH:1][CH2:2][C@H:3]1[CH2:8][CH2:7][C@H:6]([C:9]([N:11]([O:13][CH3:14])[CH3:12])=[O:10])[CH2:5][CH2:4]1.[C:15]([Si:19](Cl)([C:26]1[CH:31]=[CH:30][CH:29]=[CH:28][CH:27]=1)[C:20]1[CH:25]=[CH:24][CH:23]=[CH:22][CH:21]=1)([CH3:18])([CH3:17])[CH3:16].N1C=CN=C1.O. (2) The reactants are: [F:1][C:2]1[CH:7]=[CH:6][C:5]([C:8]2[N:9]=[C:10]3[N:14]([C:15]=2[C:16]2[CH:17]=[CH:18][C:19]4[N:20]([C:22]([C@H:25]5[CH2:30][CH2:29][C@H:28]([NH:31][C:32](=O)OC(C)(C)C)[CH2:27][CH2:26]5)=[N:23][N:24]=4)[CH:21]=2)[CH:13]=[CH:12][O:11]3)=[CH:4][CH:3]=1.CI.[H-].[Na+].C(O)(C(F)(F)F)=O. Given the product [F:1][C:2]1[CH:7]=[CH:6][C:5]([C:8]2[N:9]=[C:10]3[N:14]([C:15]=2[C:16]2[CH:17]=[CH:18][C:19]4[N:20]([C:22]([C@H:25]5[CH2:30][CH2:29][C@H:28]([NH:31][CH3:32])[CH2:27][CH2:26]5)=[N:23][N:24]=4)[CH:21]=2)[CH:13]=[CH:12][O:11]3)=[CH:4][CH:3]=1, predict the reactants needed to synthesize it. (3) Given the product [CH3:40][N:41]1[CH:45]=[C:44]([NH:46][C:5]([N:25]2[C@@H:26]3[CH2:30][N:29]([CH2:28][CH2:27]3)[C:23]3[CH:22]=[CH:21][C:20]([C:18]4[CH:17]=[CH:16][N:15]=[C:14]([CH3:13])[CH:19]=4)=[N:31][C:24]2=3)=[O:11])[N:43]=[N:42]1, predict the reactants needed to synthesize it. The reactants are: ClC(Cl)(O[C:5](=[O:11])OC(Cl)(Cl)Cl)Cl.[CH3:13][C:14]1[CH:19]=[C:18]([C:20]2[CH:21]=[CH:22][C:23]3[N:29]4[CH2:30][C@H:26]([CH2:27][CH2:28]4)[NH:25][C:24]=3[N:31]=2)[CH:17]=[CH:16][N:15]=1.C(N(CC)CC)C.Cl.[CH3:40][N:41]1[CH:45]=[C:44]([NH2:46])[N:43]=[N:42]1.